Dataset: NCI-60 drug combinations with 297,098 pairs across 59 cell lines. Task: Regression. Given two drug SMILES strings and cell line genomic features, predict the synergy score measuring deviation from expected non-interaction effect. (1) Drug 1: CC1=C(C=C(C=C1)NC2=NC=CC(=N2)N(C)C3=CC4=NN(C(=C4C=C3)C)C)S(=O)(=O)N.Cl. Drug 2: C1=C(C(=O)NC(=O)N1)N(CCCl)CCCl. Cell line: UACC-257. Synergy scores: CSS=8.77, Synergy_ZIP=-2.98, Synergy_Bliss=2.48, Synergy_Loewe=-1.25, Synergy_HSA=1.21. (2) Drug 2: C1=NC(=NC(=O)N1C2C(C(C(O2)CO)O)O)N. Synergy scores: CSS=-1.58, Synergy_ZIP=4.04, Synergy_Bliss=6.90, Synergy_Loewe=0.183, Synergy_HSA=0.918. Drug 1: CN(C)C1=NC(=NC(=N1)N(C)C)N(C)C. Cell line: SK-MEL-28. (3) Synergy scores: CSS=-4.78, Synergy_ZIP=4.00, Synergy_Bliss=1.56, Synergy_Loewe=-5.24, Synergy_HSA=-4.58. Drug 2: CC1=C(C(CCC1)(C)C)C=CC(=CC=CC(=CC(=O)O)C)C. Drug 1: CN(C)C1=NC(=NC(=N1)N(C)C)N(C)C. Cell line: U251. (4) Drug 1: C1CCN(CC1)CCOC2=CC=C(C=C2)C(=O)C3=C(SC4=C3C=CC(=C4)O)C5=CC=C(C=C5)O. Drug 2: CC1=C(C=C(C=C1)NC(=O)C2=CC=C(C=C2)CN3CCN(CC3)C)NC4=NC=CC(=N4)C5=CN=CC=C5. Cell line: SN12C. Synergy scores: CSS=-2.89, Synergy_ZIP=1.03, Synergy_Bliss=-1.06, Synergy_Loewe=-3.66, Synergy_HSA=-2.95. (5) Drug 1: C1C(C(OC1N2C=C(C(=O)NC2=O)F)CO)O. Drug 2: C1C(C(OC1N2C=NC(=NC2=O)N)CO)O. Cell line: HCT-15. Synergy scores: CSS=30.4, Synergy_ZIP=-7.11, Synergy_Bliss=-1.44, Synergy_Loewe=-19.1, Synergy_HSA=-0.382.